The task is: Regression. Given two drug SMILES strings and cell line genomic features, predict the synergy score measuring deviation from expected non-interaction effect.. This data is from NCI-60 drug combinations with 297,098 pairs across 59 cell lines. (1) Drug 1: CC(C1=C(C=CC(=C1Cl)F)Cl)OC2=C(N=CC(=C2)C3=CN(N=C3)C4CCNCC4)N. Drug 2: CC1=C(C=C(C=C1)NC2=NC=CC(=N2)N(C)C3=CC4=NN(C(=C4C=C3)C)C)S(=O)(=O)N.Cl. Cell line: EKVX. Synergy scores: CSS=7.13, Synergy_ZIP=-0.549, Synergy_Bliss=3.89, Synergy_Loewe=-1.92, Synergy_HSA=2.61. (2) Drug 1: CN(CC1=CN=C2C(=N1)C(=NC(=N2)N)N)C3=CC=C(C=C3)C(=O)NC(CCC(=O)O)C(=O)O. Drug 2: C1=NC2=C(N=C(N=C2N1C3C(C(C(O3)CO)O)O)F)N. Cell line: MOLT-4. Synergy scores: CSS=87.2, Synergy_ZIP=-3.40, Synergy_Bliss=-5.80, Synergy_Loewe=-5.63, Synergy_HSA=-3.85. (3) Drug 2: C#CCC(CC1=CN=C2C(=N1)C(=NC(=N2)N)N)C3=CC=C(C=C3)C(=O)NC(CCC(=O)O)C(=O)O. Cell line: UO-31. Drug 1: CC1C(C(CC(O1)OC2CC(CC3=C2C(=C4C(=C3O)C(=O)C5=C(C4=O)C(=CC=C5)OC)O)(C(=O)C)O)N)O.Cl. Synergy scores: CSS=6.49, Synergy_ZIP=-2.93, Synergy_Bliss=-2.49, Synergy_Loewe=-2.52, Synergy_HSA=-2.75. (4) Drug 1: CC1C(C(CC(O1)OC2CC(OC(C2O)C)OC3=CC4=CC5=C(C(=O)C(C(C5)C(C(=O)C(C(C)O)O)OC)OC6CC(C(C(O6)C)O)OC7CC(C(C(O7)C)O)OC8CC(C(C(O8)C)O)(C)O)C(=C4C(=C3C)O)O)O)O. Drug 2: CS(=O)(=O)OCCCCOS(=O)(=O)C. Cell line: K-562. Synergy scores: CSS=12.7, Synergy_ZIP=0.146, Synergy_Bliss=4.64, Synergy_Loewe=-0.388, Synergy_HSA=1.04. (5) Cell line: HT29. Drug 2: C1CN(P(=O)(OC1)NCCCl)CCCl. Synergy scores: CSS=-4.09, Synergy_ZIP=7.03, Synergy_Bliss=8.81, Synergy_Loewe=-1.23, Synergy_HSA=-3.15. Drug 1: C1=NC2=C(N=C(N=C2N1C3C(C(C(O3)CO)O)O)F)N. (6) Drug 1: COC1=CC(=CC(=C1O)OC)C2C3C(COC3=O)C(C4=CC5=C(C=C24)OCO5)OC6C(C(C7C(O6)COC(O7)C8=CC=CS8)O)O. Drug 2: CC(C)CN1C=NC2=C1C3=CC=CC=C3N=C2N. Cell line: HCC-2998. Synergy scores: CSS=33.1, Synergy_ZIP=11.0, Synergy_Bliss=7.90, Synergy_Loewe=-2.95, Synergy_HSA=4.95. (7) Drug 1: CC1=C(N=C(N=C1N)C(CC(=O)N)NCC(C(=O)N)N)C(=O)NC(C(C2=CN=CN2)OC3C(C(C(C(O3)CO)O)O)OC4C(C(C(C(O4)CO)O)OC(=O)N)O)C(=O)NC(C)C(C(C)C(=O)NC(C(C)O)C(=O)NCCC5=NC(=CS5)C6=NC(=CS6)C(=O)NCCC[S+](C)C)O. Drug 2: CCCCC(=O)OCC(=O)C1(CC(C2=C(C1)C(=C3C(=C2O)C(=O)C4=C(C3=O)C=CC=C4OC)O)OC5CC(C(C(O5)C)O)NC(=O)C(F)(F)F)O. Cell line: NCI-H460. Synergy scores: CSS=60.2, Synergy_ZIP=-5.67, Synergy_Bliss=-6.90, Synergy_Loewe=-2.95, Synergy_HSA=-0.891. (8) Drug 1: C1=CN(C(=O)N=C1N)C2C(C(C(O2)CO)O)O.Cl. Drug 2: CCCCCOC(=O)NC1=NC(=O)N(C=C1F)C2C(C(C(O2)C)O)O. Cell line: HOP-62. Synergy scores: CSS=4.78, Synergy_ZIP=-0.554, Synergy_Bliss=-5.64, Synergy_Loewe=-2.37, Synergy_HSA=-2.85. (9) Drug 1: CCCS(=O)(=O)NC1=C(C(=C(C=C1)F)C(=O)C2=CNC3=C2C=C(C=N3)C4=CC=C(C=C4)Cl)F. Drug 2: CC1CCCC2(C(O2)CC(NC(=O)CC(C(C(=O)C(C1O)C)(C)C)O)C(=CC3=CSC(=N3)C)C)C. Cell line: NCI-H460. Synergy scores: CSS=-6.49, Synergy_ZIP=1.27, Synergy_Bliss=-2.23, Synergy_Loewe=-6.80, Synergy_HSA=-5.41. (10) Drug 2: CCN(CC)CCNC(=O)C1=C(NC(=C1C)C=C2C3=C(C=CC(=C3)F)NC2=O)C. Cell line: HCC-2998. Synergy scores: CSS=17.1, Synergy_ZIP=-4.76, Synergy_Bliss=5.58, Synergy_Loewe=-7.18, Synergy_HSA=2.87. Drug 1: C1=NC(=NC(=O)N1C2C(C(C(O2)CO)O)O)N.